Task: Predict the reaction yield, written as a fraction of the theoretical maximum amount of product (1.0 means a 100% yield; for example, 0.34 means a 34% yield).. Dataset: Reaction yield outcomes from USPTO patents with 853,638 reactions The product is [NH2:1][C:2]1([CH2:19][O:20][CH2:22][C:23]#[N:24])[C:15]2[C:10](=[N:11][CH:12]=[C:13]([Cl:16])[CH:14]=2)[O:9][C:8]2[C:3]1=[CH:4][C:5]([Br:18])=[C:6]([F:17])[CH:7]=2. The catalyst is C1COCC1. The reactants are [NH2:1][C:2]1([CH2:19][OH:20])[C:15]2[C:10](=[N:11][CH:12]=[C:13]([Cl:16])[CH:14]=2)[O:9][C:8]2[C:3]1=[CH:4][C:5]([Br:18])=[C:6]([F:17])[CH:7]=2.Br[CH2:22][C:23]#[N:24].CC(C)([O-])C.[Li+]. The yield is 0.434.